Dataset: Forward reaction prediction with 1.9M reactions from USPTO patents (1976-2016). Task: Predict the product of the given reaction. (1) Given the reactants [F:1][C:2]1[CH:3]=[C:4]([C:9]2[C:10]([CH:19]([NH:21][C:22]3[N:30]=[CH:29][N:28]=[C:27]4[C:23]=3[N:24]=[CH:25][N:26]4C3CCCCO3)[CH3:20])=[N:11][C:12]3[C:17]([N:18]=2)=[CH:16][CH:15]=[CH:14][CH:13]=3)[CH:5]=[C:6]([F:8])[CH:7]=1.C(O)(C(F)(F)F)=O, predict the reaction product. The product is: [F:8][C:6]1[CH:5]=[C:4]([C:9]2[C:10]([CH:19]([NH:21][C:22]3[N:30]=[CH:29][N:28]=[C:27]4[C:23]=3[N:24]=[CH:25][NH:26]4)[CH3:20])=[N:11][C:12]3[C:17]([N:18]=2)=[CH:16][CH:15]=[CH:14][CH:13]=3)[CH:3]=[C:2]([F:1])[CH:7]=1. (2) Given the reactants C(O[C:6](=O)[NH:7][C@@H:8]1[CH2:12][CH2:11][N:10]([C:13]2[CH:18]=[CH:17][C:16]([N:19]3[CH2:24][CH2:23][C:22]4[CH:25]=[C:26]([C:28]5[CH:33]=[CH:32][C:31]([Cl:34])=[CH:30][CH:29]=5)[S:27][C:21]=4[C:20]3=[O:35])=[CH:15][N:14]=2)[CH2:9]1)(C)(C)C.[H-].[Na+].IC, predict the reaction product. The product is: [Cl:34][C:31]1[CH:32]=[CH:33][C:28]([C:26]2[S:27][C:21]3[C:20](=[O:35])[N:19]([C:16]4[CH:15]=[N:14][C:13]([N:10]5[CH2:11][CH2:12][C@@H:8]([NH:7][CH3:6])[CH2:9]5)=[CH:18][CH:17]=4)[CH2:24][CH2:23][C:22]=3[CH:25]=2)=[CH:29][CH:30]=1. (3) Given the reactants [CH:1]1([CH2:4][O:5][C:6]2[CH:11]=[CH:10][CH:9]=[C:8]([O:12]CC3C=CC(OC)=CC=3)[C:7]=2[C:22]2[CH:31]=[C:30]([CH:32]3[CH2:37][CH2:36][CH2:35][N:34](C(OC(C)(C)C)=O)[CH2:33]3)[C:29]3[CH:28]=[CH:27][C:26](=[O:45])[NH:25][C:24]=3[N:23]=2)[CH2:3][CH2:2]1.[ClH:46], predict the reaction product. The product is: [ClH:46].[CH:1]1([CH2:4][O:5][C:6]2[CH:11]=[CH:10][CH:9]=[C:8]([OH:12])[C:7]=2[C:22]2[N:23]=[C:24]3[C:29]([CH:28]=[CH:27][C:26](=[O:45])[NH:25]3)=[C:30]([CH:32]3[CH2:37][CH2:36][CH2:35][NH:34][CH2:33]3)[CH:31]=2)[CH2:2][CH2:3]1. (4) Given the reactants [CH3:1][C:2]1[C:3]([N:8](COCCOC)[S:9]([C:12]2[S:13][C:14]([CH3:41])=[CH:15][C:16]=2[C:17]2[CH:22]=[CH:21][C:20]([CH2:23][N:24]3[C:32]4[CH:31]=[C:30]([CH2:33][CH3:34])[N:29]=[C:28]([CH3:35])[C:27]=4[C:26]([CH3:36])=[N:25]3)=[CH:19][C:18]=2[CH2:37][O:38][CH2:39][CH3:40])(=[O:11])=[O:10])=[N:4][O:5][C:6]=1[CH3:7].C(O)C.Cl.C(=O)(O)[O-].[Na+], predict the reaction product. The product is: [CH3:1][C:2]1[C:3]([NH:8][S:9]([C:12]2[S:13][C:14]([CH3:41])=[CH:15][C:16]=2[C:17]2[CH:22]=[CH:21][C:20]([CH2:23][N:24]3[C:32]4[CH:31]=[C:30]([CH2:33][CH3:34])[N:29]=[C:28]([CH3:35])[C:27]=4[C:26]([CH3:36])=[N:25]3)=[CH:19][C:18]=2[CH2:37][O:38][CH2:39][CH3:40])(=[O:10])=[O:11])=[N:4][O:5][C:6]=1[CH3:7]. (5) Given the reactants [C:1]1([C:16]2[CH:21]=[CH:20][CH:19]=[CH:18][CH:17]=2)[CH:6]=[CH:5][C:4]([C:7](=O)[CH2:8][C:9]2[CH:14]=[CH:13][CH:12]=[CH:11][CH:10]=2)=[CH:3][CH:2]=1.[CH2:22]([O:24][C:25]1[CH:26]=[C:27]([CH:30]=[C:31]([N+:34]([O-:36])=[O:35])[C:32]=1[OH:33])[CH:28]=O)[CH3:23].[NH2:37][C:38]([NH2:40])=[O:39].Cl, predict the reaction product. The product is: [C:1]1([C:16]2[CH:21]=[CH:20][CH:19]=[CH:18][CH:17]=2)[CH:6]=[CH:5][C:4]([C:7]2[NH:40][C:38](=[O:39])[NH:37][CH:28]([C:27]3[CH:30]=[C:31]([N+:34]([O-:36])=[O:35])[C:32]([OH:33])=[C:25]([O:24][CH2:22][CH3:23])[CH:26]=3)[C:8]=2[C:9]2[CH:14]=[CH:13][CH:12]=[CH:11][CH:10]=2)=[CH:3][CH:2]=1. (6) Given the reactants [Cl:1][C:2]1[N:3]=[N:4][C:5](Cl)=[CH:6][CH:7]=1.[C:9]([NH:12][NH2:13])(=O)[CH3:10].C(N(CC)CC)C.O.C1(C)C=CC(S(O)(=O)=O)=CC=1, predict the reaction product. The product is: [Cl:1][C:2]1[CH:7]=[CH:6][C:5]2[N:4]([C:9]([CH3:10])=[N:12][N:13]=2)[N:3]=1. (7) Given the reactants [F:1][C:2]1[CH:3]=[C:4]2[C:9](=[CH:10][CH:11]=1)[CH2:8][N:7]([CH2:12][CH2:13][NH2:14])[CH:6]([CH2:15][C:16]1[CH:21]=[CH:20][C:19]([F:22])=[CH:18][CH:17]=1)[CH2:5]2.[CH2:23]([C:25]1[CH:30]=[C:29]([CH2:31]OS(C)(=O)=O)[CH:28]=[CH:27][N:26]=1)[CH3:24].C(=O)([O-])[O-].[K+].[K+], predict the reaction product. The product is: [CH2:23]([C:25]1[CH:30]=[C:29]([CH2:31][NH:14][CH2:13][CH2:12][N:7]2[CH:6]([CH2:15][C:16]3[CH:17]=[CH:18][C:19]([F:22])=[CH:20][CH:21]=3)[CH2:5][C:4]3[C:9](=[CH:10][CH:11]=[C:2]([F:1])[CH:3]=3)[CH2:8]2)[CH:28]=[CH:27][N:26]=1)[CH3:24].